This data is from CYP1A2 inhibition data for predicting drug metabolism from PubChem BioAssay. The task is: Regression/Classification. Given a drug SMILES string, predict its absorption, distribution, metabolism, or excretion properties. Task type varies by dataset: regression for continuous measurements (e.g., permeability, clearance, half-life) or binary classification for categorical outcomes (e.g., BBB penetration, CYP inhibition). Dataset: cyp1a2_veith. (1) The compound is Cc1ccc(S(=O)(=O)CCCS(=O)(=O)c2ccc(C)cc2)cc1. The result is 0 (non-inhibitor). (2) The molecule is CCN1C(=O)/C(=C/C=C2/SCCN2C)SC1=S. The result is 1 (inhibitor). (3) The molecule is Cc1noc(C)c1-c1cncnc1N1CCN(C)CC1. The result is 0 (non-inhibitor). (4) The drug is O=C(O)c1cc2ccccc2c(S(=O)(=O)O)c1O. The result is 0 (non-inhibitor). (5) The molecule is COCCNc1ncnc2ccc(-c3ccccc3OC)cc12. The result is 1 (inhibitor).